Dataset: Experimentally validated miRNA-target interactions with 360,000+ pairs, plus equal number of negative samples. Task: Binary Classification. Given a miRNA mature sequence and a target amino acid sequence, predict their likelihood of interaction. (1) The miRNA is rno-let-7c-5p with sequence UGAGGUAGUAGGUUGUAUGGUU. The protein sequence of the target gene is MDPRLSTVRQTCCCFNVRIATTALAIYHVIMSVLLFIEHSVEVAHGKASCKLSQMGYLRIADLISSFLLITMLFIISLSLLIGVVKNREKYLLPFLSLQIMDYLLCLLTLLGSYIELPAYLKLASRSRASSSKFPLMTLQLLDFCLSILTLCSSYMEVPTYLNFKSMNHMNYLPSQEDMPHNQFIKMMIIFSIAFITVLIFKVYMFKCVWRCYRLIKCMNSVEEKRNSKMLQKVVLPSYEEALSLPSKTPEGGPAPPPYSEV. Result: 0 (no interaction). (2) The miRNA is hsa-miR-4251 with sequence CCUGAGAAAAGGGCCAA. The protein sequence of the target gene is MALRLGRLGSDPWWRAVLGDYAQLRAASPRCASARVCQLPGTAGPQPRRGLGYGPWARGGSGLGTRLAATLAGLAGLAAAAFGHVQRAEMVPKSSGARSPSPGRREEDGDELARRCSTFMSSPVTELRELRRRPEDMKTKMELMIMETQAQVCRALAQVDGVADFTVDRWERKEGGGGITCVLQDGRVFEKAGVSISVVHGNLSEEAANQMRGRGKTLKTKDSKLPFTAMGVSSVIHPKNPYAPTMHFNYRYFEVEEADGNTHWWFGGGCDLTPTYLNQEDAVHFHRTLKEACDQHGPDI.... Result: 0 (no interaction). (3) The miRNA is hsa-miR-4645-5p with sequence ACCAGGCAAGAAAUAUUGU. The protein sequence of the target gene is MILNKALMLGALALTTVMSPCGGEDIVADHVASYGVNLYQSYGPSGQYTHEFDGDEQFYVDLGRKETVWCLPVLRQFRFDPQFALTNIAVLKHNLNSLIKRSNSTAATNEVPEVTVFSKSPVTLGQPNILICLVDNIFPPVVNITWLSNGHSVTEGVSETSFLSKSDHSFFKISYLTLLPSAEESYDCKVEHWGLDKPLLKHWEPEIPAPMSELTETVVCALGLSVGLVGIVVGTVFIIRGLRSVGASRHQGPL. Result: 1 (interaction).